From a dataset of NCI-60 drug combinations with 297,098 pairs across 59 cell lines. Regression. Given two drug SMILES strings and cell line genomic features, predict the synergy score measuring deviation from expected non-interaction effect. Drug 1: CN(CC1=CN=C2C(=N1)C(=NC(=N2)N)N)C3=CC=C(C=C3)C(=O)NC(CCC(=O)O)C(=O)O. Drug 2: C1=NC2=C(N=C(N=C2N1C3C(C(C(O3)CO)O)F)Cl)N. Cell line: HCT116. Synergy scores: CSS=31.3, Synergy_ZIP=-9.20, Synergy_Bliss=-13.6, Synergy_Loewe=-15.2, Synergy_HSA=-14.0.